Dataset: Reaction yield outcomes from USPTO patents with 853,638 reactions. Task: Predict the reaction yield, written as a fraction of the theoretical maximum amount of product (1.0 means a 100% yield; for example, 0.34 means a 34% yield). (1) The reactants are [I:1][C:2]1[C:10]2[C:5](=[CH:6][N:7]=[C:8](/[N:11]=[CH:12]/[N:13]([CH3:15])[CH3:14])[CH:9]=2)[NH:4][CH:3]=1.[OH-].[Na+].[CH3:18]I.O. The catalyst is C(Cl)Cl.[Br-].C([N+](CCCC)(CCCC)CCCC)CCC.CCOC(C)=O. The product is [I:1][C:2]1[C:10]2[C:5](=[CH:6][N:7]=[C:8](/[N:11]=[CH:12]/[N:13]([CH3:15])[CH3:14])[CH:9]=2)[N:4]([CH3:18])[CH:3]=1. The yield is 0.310. (2) The reactants are [Si]([O:18][CH:19]([CH2:41][O:42][P:43]([OH:46])([OH:45])=[O:44])[CH2:20][O:21][C:22](=[O:40])[CH2:23][CH2:24][CH2:25][CH2:26][CH2:27][CH2:28][CH2:29]/[CH:30]=[CH:31]\[CH2:32][CH2:33][CH2:34][CH2:35][CH2:36][CH2:37][CH2:38][CH3:39])(C(C)(C)C)(C1C=CC=CC=1)C1C=CC=CC=1.[OH-].[Na+]. The catalyst is ClCCl. The product is [OH:18][CH:19]([CH2:41][O:42][P:43]([OH:45])([OH:46])=[O:44])[CH2:20][O:21][C:22](=[O:40])[CH2:23][CH2:24][CH2:25][CH2:26][CH2:27][CH2:28][CH2:29]/[CH:30]=[CH:31]\[CH2:32][CH2:33][CH2:34][CH2:35][CH2:36][CH2:37][CH2:38][CH3:39]. The yield is 0.780.